Dataset: Full USPTO retrosynthesis dataset with 1.9M reactions from patents (1976-2016). Task: Predict the reactants needed to synthesize the given product. (1) Given the product [CH3:18][NH:19][C:12](=[O:13])[C:11]1[CH:15]=[CH:16][C:8]([C:5]2[CH:6]=[CH:7][C:2]([Br:1])=[CH:3][CH:4]=2)=[CH:9][CH:10]=1, predict the reactants needed to synthesize it. The reactants are: [Br:1][C:2]1[CH:7]=[CH:6][C:5]([C:8]2[CH:16]=[CH:15][C:11]([C:12](O)=[O:13])=[CH:10][CH:9]=2)=[CH:4][CH:3]=1.Cl.[CH3:18][NH2:19].O. (2) Given the product [N:1]1[C:2]2[C:3](=[CH:7][C:8]([OH:11])=[CH:9][CH:10]=2)[C:4]([OH:5])=[N:12][CH:13]=1, predict the reactants needed to synthesize it. The reactants are: [NH2:1][C:2]1[CH:10]=[CH:9][C:8]([OH:11])=[CH:7][C:3]=1[C:4](O)=[O:5].[N:12]1C=NC=N[CH:13]=1.N1CCCCC1.